From a dataset of Forward reaction prediction with 1.9M reactions from USPTO patents (1976-2016). Predict the product of the given reaction. (1) Given the reactants Br[C:2]1[CH:7]=[CH:6][N:5]([CH:8]([CH2:14][C:15]2[CH:20]=[CH:19][CH:18]=[CH:17][CH:16]=2)[C:9]([O:11][CH2:12][CH3:13])=[O:10])[C:4](=[O:21])[CH:3]=1.[Cl:22][C:23]1[CH:24]=[CH:25][C:26]([C:32]#[N:33])=[C:27](B(O)O)[CH:28]=1, predict the reaction product. The product is: [Cl:22][C:23]1[CH:28]=[CH:27][C:26]([C:32]#[N:33])=[C:25]([C:2]2[CH:7]=[CH:6][N:5]([CH:8]([CH2:14][C:15]3[CH:20]=[CH:19][CH:18]=[CH:17][CH:16]=3)[C:9]([O:11][CH2:12][CH3:13])=[O:10])[C:4](=[O:21])[CH:3]=2)[CH:24]=1. (2) Given the reactants [CH3:1][NH:2][CH:3]([CH2:5]/[CH:6]=[CH:7]/[C:8]1[CH:9]=[N:10][CH:11]=[N:12][CH:13]=1)[CH3:4].[O:14]=[C:15]([OH:27])[C@@H:16]([C@H:18]([C@H:20]([C@@H:22]([C:24]([OH:26])=[O:25])[OH:23])[OH:21])[OH:19])[OH:17].O, predict the reaction product. The product is: [O:14]=[C:15]([OH:27])[C@@H:16]([C@H:18]([C@H:20]([C@@H:22]([C:24]([OH:26])=[O:25])[OH:23])[OH:21])[OH:19])[OH:17].[CH3:1][NH:2][CH:3]([CH2:5]/[CH:6]=[CH:7]/[C:8]1[CH:9]=[N:10][CH:11]=[N:12][CH:13]=1)[CH3:4].[CH3:1][NH:2][CH:3]([CH2:5]/[CH:6]=[CH:7]/[C:8]1[CH:9]=[N:10][CH:11]=[N:12][CH:13]=1)[CH3:4]. (3) Given the reactants Cl[C:2]1[C:7]([N+:8]([O-:10])=[O:9])=[CH:6][CH:5]=[CH:4][N:3]=1.[Cl:11][C:12]1[CH:18]=[CH:17][C:15]([NH2:16])=[CH:14][CH:13]=1.C(=O)([O-])[O-].[K+].[K+], predict the reaction product. The product is: [Cl:11][C:12]1[CH:18]=[CH:17][C:15]([NH:16][C:2]2[C:7]([N+:8]([O-:10])=[O:9])=[CH:6][CH:5]=[CH:4][N:3]=2)=[CH:14][CH:13]=1. (4) Given the reactants [CH2:1]=[C:2]1[C:11]2[CH:12]=[CH:13][CH:14]=[CH:15][C:10]=2[CH2:9][CH2:8][C:7]2[N:6]=[CH:5][S:4][C:3]1=2.N1C2CCC3C=CC=CC=3C(=O)C=2S[CH:17]=1.IC, predict the reaction product. The product is: [CH3:17][C:5]1[S:4][C:3]2[C:2](=[CH2:1])[C:11]3[CH:12]=[CH:13][CH:14]=[CH:15][C:10]=3[CH2:9][CH2:8][C:7]=2[N:6]=1. (5) The product is: [C:25]([O:24][C:23](=[O:29])[NH:22][CH2:21][C:20]1[CH:19]=[CH:18][C:17]([NH:16][C:1](=[O:3])[CH2:4][CH2:5][C:6]2[C:14]3[B:13]([OH:15])[O:12][CH2:11][C:10]=3[CH:9]=[CH:8][CH:7]=2)=[CH:31][CH:30]=1)([CH3:28])([CH3:26])[CH3:27]. Given the reactants [C:1]([CH2:4][CH2:5][C:6]1[C:14]2[B:13]([OH:15])[O:12][CH2:11][C:10]=2[CH:9]=[CH:8][CH:7]=1)([OH:3])=O.[NH2:16][C:17]1[CH:31]=[CH:30][C:20]([CH2:21][NH:22][C:23](=[O:29])[O:24][C:25]([CH3:28])([CH3:27])[CH3:26])=[CH:19][CH:18]=1.CCN=C=NCCCN(C)C, predict the reaction product.